From a dataset of Peptide-MHC class I binding affinity with 185,985 pairs from IEDB/IMGT. Regression. Given a peptide amino acid sequence and an MHC pseudo amino acid sequence, predict their binding affinity value. This is MHC class I binding data. The peptide sequence is SFGAGTLAK. The MHC is HLA-A03:01 with pseudo-sequence HLA-A03:01. The binding affinity (normalized) is 0.299.